Dataset: Catalyst prediction with 721,799 reactions and 888 catalyst types from USPTO. Task: Predict which catalyst facilitates the given reaction. Reactant: [NH2:1][C:2]1[O:6][CH:5]([C:7]2[CH:12]=[CH:11][CH:10]=[C:9]([Cl:13])[CH:8]=2)[C:4](=[O:14])[C:3]=1[OH:15].C(N(CC)CC)C.[C:23]1([CH2:29][S:30](Cl)(=[O:32])=[O:31])[CH:28]=[CH:27][CH:26]=[CH:25][CH:24]=1.[Cl-].[NH4+]. Product: [Cl:13][C:9]1[CH:8]=[C:7]([CH:5]2[C:4](=[O:14])[C:3]([O:15][S:30]([CH2:29][C:23]3[CH:28]=[CH:27][CH:26]=[CH:25][CH:24]=3)(=[O:32])=[O:31])=[C:2]([NH2:1])[O:6]2)[CH:12]=[CH:11][CH:10]=1. The catalyst class is: 1.